Dataset: Forward reaction prediction with 1.9M reactions from USPTO patents (1976-2016). Task: Predict the product of the given reaction. Given the reactants [CH:1]1([N:4]([CH2:47][CH2:48][CH2:49][CH2:50][C:51]([O:53]C)=[O:52])[S:5]([C:8]2[CH:9]=[C:10]([CH:44]=[CH:45][CH:46]=2)[C:11]([NH:13][C:14]2[S:15][C:16]3[CH2:43][CH2:42][CH2:41][CH2:40][C:17]=3[C:18]=2[C:19]([NH:21][C:22]2[CH:27]=[CH:26][C:25]([CH2:28][CH2:29][C:30]3[CH:39]=[CH:38][C:33]([C:34]([O:36]C)=[O:35])=[CH:32][CH:31]=3)=[CH:24][CH:23]=2)=[O:20])=[O:12])(=[O:7])=[O:6])[CH2:3][CH2:2]1.[OH-].[Na+], predict the reaction product. The product is: [C:51]([CH2:50][CH2:49][CH2:48][CH2:47][N:4]([CH:1]1[CH2:2][CH2:3]1)[S:5]([C:8]1[CH:9]=[C:10]([CH:44]=[CH:45][CH:46]=1)[C:11]([NH:13][C:14]1[S:15][C:16]2[CH2:43][CH2:42][CH2:41][CH2:40][C:17]=2[C:18]=1[C:19]([NH:21][C:22]1[CH:27]=[CH:26][C:25]([CH2:28][CH2:29][C:30]2[CH:31]=[CH:32][C:33]([C:34]([OH:36])=[O:35])=[CH:38][CH:39]=2)=[CH:24][CH:23]=1)=[O:20])=[O:12])(=[O:6])=[O:7])([OH:53])=[O:52].